Dataset: Full USPTO retrosynthesis dataset with 1.9M reactions from patents (1976-2016). Task: Predict the reactants needed to synthesize the given product. (1) Given the product [N+:11]([C:8]1[CH:9]=[C:10]2[C:5](=[CH:6][CH:7]=1)[N:4]([C:14]([C:27]1[CH:32]=[CH:31][CH:30]=[CH:29][CH:28]=1)([C:21]1[CH:22]=[CH:23][CH:24]=[CH:25][CH:26]=1)[C:15]1[CH:20]=[CH:19][CH:18]=[CH:17][CH:16]=1)[N:3]=[C:2]2[C:36]1[CH:37]=[CH:38][N:33]=[CH:34][CH:35]=1)([O-:13])=[O:12], predict the reactants needed to synthesize it. The reactants are: Br[C:2]1[C:10]2[C:5](=[CH:6][CH:7]=[C:8]([N+:11]([O-:13])=[O:12])[CH:9]=2)[N:4]([C:14]([C:27]2[CH:32]=[CH:31][CH:30]=[CH:29][CH:28]=2)([C:21]2[CH:26]=[CH:25][CH:24]=[CH:23][CH:22]=2)[C:15]2[CH:20]=[CH:19][CH:18]=[CH:17][CH:16]=2)[N:3]=1.[N:33]1[CH:38]=[CH:37][C:36](B(O)O)=[CH:35][CH:34]=1.[O-]P([O-])([O-])=O.[K+].[K+].[K+]. (2) Given the product [Br:9][CH:10]([C:11]1[N:8]=[C:6]2[CH:5]=[CH:4][CH:3]=[C:2]([CH3:1])[N:7]2[C:13](=[O:14])[CH:12]=1)[CH2:18][CH3:19], predict the reactants needed to synthesize it. The reactants are: [CH3:1][C:2]1[N:7]=[C:6]([NH2:8])[CH:5]=[CH:4][CH:3]=1.[Br:9][CH:10]([CH2:18][CH3:19])[C:11](=O)[CH2:12][C:13](OC)=[O:14].[OH-].[Na+]. (3) Given the product [CH:1]1[C:10]2[C:5](=[CH:6][CH:7]=[CH:8][CH:9]=2)[CH:4]=[CH:3][C:2]=1[O:11][CH2:19][CH2:20][OH:21], predict the reactants needed to synthesize it. The reactants are: [CH:1]1[C:10]2[C:5](=[CH:6][CH:7]=[CH:8][CH:9]=2)[CH:4]=[CH:3][C:2]=1[OH:11].C([O-])([O-])=O.[K+].[K+].Br[CH2:19][CH2:20][OH:21]. (4) The reactants are: Cl[C:2]1[C:7]2[CH:8]=[N:9][N:10]([CH2:11][C:12]3[CH:13]=[C:14]4[C:18](=[CH:19][CH:20]=3)[N:17]([CH3:21])[C:16]([CH3:22])=[CH:15]4)[C:6]=2[CH:5]=[CH:4][N:3]=1.[NH2:23][CH2:24][C:25]1[CH:26]=[C:27]2[C:32](=[CH:33][CH:34]=1)[C:31]([NH2:35])=[N:30][CH:29]=[CH:28]2. Given the product [CH3:21][N:17]1[C:18]2[C:14](=[CH:13][C:12]([CH2:11][N:10]3[C:6]4[CH:5]=[CH:4][N:3]=[C:2]([NH:23][CH2:24][C:25]5[CH:26]=[C:27]6[C:32](=[CH:33][CH:34]=5)[C:31]([NH2:35])=[N:30][CH:29]=[CH:28]6)[C:7]=4[CH2:8][NH:9]3)=[CH:20][CH:19]=2)[CH:15]=[C:16]1[CH3:22], predict the reactants needed to synthesize it. (5) Given the product [CH3:9][C:10]1([CH3:17])[O:14][CH:13]([CH2:15][N:6]2[CH:7]=[CH:8][C:4]([NH2:1])=[N:5]2)[CH2:12][O:11]1, predict the reactants needed to synthesize it. The reactants are: [N+:1]([C:4]1[CH:8]=[CH:7][NH:6][N:5]=1)([O-])=O.[CH3:9][C:10]1([CH3:17])[O:14][CH:13]([CH2:15]O)[CH2:12][O:11]1. (6) Given the product [ClH:1].[ClH:1].[C:33]([N:29]1[CH2:28][CH2:27][CH:26]([O:25][C:22]2[CH:21]=[CH:20][C:19]([N:15]([CH2:14]/[CH:13]=[CH:12]/[C:8]3[CH:9]=[CH:10][CH:11]=[C:6]([C:3](=[NH:4])[NH2:5])[CH:7]=3)[C:16](=[O:18])[CH3:17])=[CH:24][CH:23]=2)[CH2:31][CH2:30]1)(=[NH:38])[CH3:34], predict the reactants needed to synthesize it. The reactants are: [ClH:1].Cl.[C:3]([C:6]1[CH:7]=[C:8](/[CH:12]=[CH:13]/[CH2:14][N:15]([C:19]2[CH:24]=[CH:23][C:22]([O:25][CH:26]3[CH2:31][CH2:30][NH:29][CH2:28][CH2:27]3)=[CH:21][CH:20]=2)[C:16](=[O:18])[CH3:17])[CH:9]=[CH:10][CH:11]=1)(=[NH:5])[NH2:4].Cl.[C:33](=[NH:38])(OCC)[CH3:34].C(N(CC)CC)C.Cl. (7) The reactants are: [NH:1]([C:3]1[CH:7]=[CH:6][S:5][C:4]=1[C:8]([O:10][CH3:11])=[O:9])[NH2:2].[CH:12](=O)[C:13]1[CH:18]=[CH:17][CH:16]=[CH:15][CH:14]=1. Given the product [CH:12](=[N:2]/[NH:1][C:3]1[CH:7]=[CH:6][S:5][C:4]=1[C:8]([O:10][CH3:11])=[O:9])\[C:13]1[CH:18]=[CH:17][CH:16]=[CH:15][CH:14]=1, predict the reactants needed to synthesize it. (8) Given the product [Br:4][C:5]1[CH:6]=[C:7]([CH:8]=[CH:9][CH:10]=1)[CH2:11][C:12]1[C:14]2[C:15](=[C:16]([CH3:20])[NH:17][C:18]=2[CH3:19])[C:21](=[O:23])[NH:2][N:3]=1, predict the reactants needed to synthesize it. The reactants are: O.[NH2:2][NH2:3].[Br:4][C:5]1[CH:6]=[C:7]([CH2:11][C:12]([C:14]2[C:15]([C:21]([O:23]C)=O)=[C:16]([CH3:20])[NH:17][C:18]=2[CH3:19])=O)[CH:8]=[CH:9][CH:10]=1. (9) Given the product [C:1]1([C:7]2[C:8]([C:16]3[CH:23]=[CH:22][C:19]([CH2:20][N:24]4[CH2:29][CH2:28][CH:27]([N:30]5[C:34]6=[N:35][CH:36]=[N:37][C:38]([NH2:39])=[C:33]6[CH:32]=[N:31]5)[CH2:26][CH2:25]4)=[CH:18][CH:17]=3)=[N:9][C:10]3[N:11]([CH:13]=[CH:14][N:15]=3)[CH:12]=2)[CH:6]=[CH:5][CH:4]=[CH:3][CH:2]=1, predict the reactants needed to synthesize it. The reactants are: [C:1]1([C:7]2[C:8]([C:16]3[CH:23]=[CH:22][C:19]([CH:20]=O)=[CH:18][CH:17]=3)=[N:9][C:10]3[N:11]([CH:13]=[CH:14][N:15]=3)[CH:12]=2)[CH:6]=[CH:5][CH:4]=[CH:3][CH:2]=1.[NH:24]1[CH2:29][CH2:28][CH:27]([N:30]2[C:34]3=[N:35][CH:36]=[N:37][C:38]([NH2:39])=[C:33]3[CH:32]=[N:31]2)[CH2:26][CH2:25]1.[BH-](OC(C)=O)(OC(C)=O)OC(C)=O.[Na+]. (10) Given the product [Na+:30].[CH2:1]([O:3][P:4]([C:9]([F:28])([F:27])[CH2:10][C@@H:11]([OH:26])[C@@H:12]([OH:25])[C@@H:13]([OH:24])[CH2:14][NH:15][O:16][CH2:17][C:18]1[CH:23]=[CH:22][CH:21]=[CH:20][CH:19]=1)(=[O:5])[O-:8])[CH3:2], predict the reactants needed to synthesize it. The reactants are: [CH2:1]([O:3][P:4]([C:9]([F:28])([F:27])[CH2:10][C@@H:11]([OH:26])[C@@H:12]([OH:25])[C@@H:13]([OH:24])[CH2:14][NH:15][O:16][CH2:17][C:18]1[CH:23]=[CH:22][CH:21]=[CH:20][CH:19]=1)(=[O:8])[O:5]CC)[CH3:2].[OH-].[Na+:30].